Dataset: Full USPTO retrosynthesis dataset with 1.9M reactions from patents (1976-2016). Task: Predict the reactants needed to synthesize the given product. (1) Given the product [F:17][C:14]1[CH:15]=[CH:16][C:11]([CH:8]2[N:7]([S:18]([C:21]3[CH:22]=[CH:23][C:24]([CH3:27])=[CH:25][CH:26]=3)(=[O:19])=[O:20])[CH:6]([CH2:5][CH2:4][CH2:3][CH2:2][N:28]3[CH:32]=[CH:31][N:30]=[CH:29]3)[CH2:10][CH2:9]2)=[CH:12][CH:13]=1, predict the reactants needed to synthesize it. The reactants are: Cl[CH2:2][CH2:3][CH2:4][CH2:5][CH:6]1[CH2:10][CH2:9][CH:8]([C:11]2[CH:16]=[CH:15][C:14]([F:17])=[CH:13][CH:12]=2)[N:7]1[S:18]([C:21]1[CH:26]=[CH:25][C:24]([CH3:27])=[CH:23][CH:22]=1)(=[O:20])=[O:19].[NH:28]1[CH:32]=[CH:31][N:30]=[CH:29]1. (2) Given the product [CH:1]([O:4][C:5]([N:7]1[CH:8]([CH2:22][CH3:23])[CH2:9][CH:10]([N:15]([C:29](=[O:30])[C:28]2[CH:32]=[C:33]([C:35]([F:36])([F:37])[F:38])[CH:34]=[C:26]([C:25]([F:24])([F:39])[F:40])[CH:27]=2)[C:16]2[N:20]=[CH:19][N:18]([CH3:21])[N:17]=2)[CH2:11][CH:12]1[CH2:13][CH3:14])=[O:6])([CH3:3])[CH3:2], predict the reactants needed to synthesize it. The reactants are: [CH:1]([O:4][C:5]([N:7]1[CH:12]([CH2:13][CH3:14])[CH2:11][CH:10]([NH:15][C:16]2[N:20]=[CH:19][N:18]([CH3:21])[N:17]=2)[CH2:9][CH:8]1[CH2:22][CH3:23])=[O:6])([CH3:3])[CH3:2].[F:24][C:25]([F:40])([F:39])[C:26]1[CH:27]=[C:28]([CH:32]=[C:33]([C:35]([F:38])([F:37])[F:36])[CH:34]=1)[C:29](Cl)=[O:30].[NH4+].[Cl-]. (3) The reactants are: Br[C:2]1[CH:11]=[CH:10][C:5]([C:6]([O:8][CH3:9])=[O:7])=[CH:4][C:3]=1[CH3:12].[F:13][C:14]([F:25])([F:24])[C:15]1[CH:20]=[CH:19][CH:18]=[CH:17][C:16]=1B(O)O.C(=O)([O-])[O-].[K+].[K+].O. Given the product [CH3:12][C:3]1[CH:4]=[C:5]([C:6]([O:8][CH3:9])=[O:7])[CH:10]=[CH:11][C:2]=1[C:16]1[CH:17]=[CH:18][CH:19]=[CH:20][C:15]=1[C:14]([F:25])([F:24])[F:13], predict the reactants needed to synthesize it. (4) Given the product [Cl:8][C:9]1[CH:10]=[CH:11][C:12]([C:15]2[CH:16]=[C:17]([NH2:28])[CH:18]=[N:19][C:20]=2[O:21][C@@H:22]([CH3:27])[C:23]([F:24])([F:25])[F:26])=[CH:13][CH:14]=1, predict the reactants needed to synthesize it. The reactants are: FC(F)(F)C(O)=O.[Cl:8][C:9]1[CH:14]=[CH:13][C:12]([C:15]2[CH:16]=[C:17]([NH:28]C(=O)OC(C)(C)C)[CH:18]=[N:19][C:20]=2[O:21][C@@H:22]([CH3:27])[C:23]([F:26])([F:25])[F:24])=[CH:11][CH:10]=1. (5) Given the product [F:24][C:23]([F:26])([F:25])[C:20]1[CH:21]=[CH:15][C:14]([O:13][CH2:4][C:5]2[CH:6]=[C:7]([CH:8]=[CH:9][CH:10]=2)[CH:11]=[O:12])=[N:18][CH:19]=1, predict the reactants needed to synthesize it. The reactants are: C(O[CH:4]([O:13][CH2:14][CH3:15])[C:5]1[CH:6]=[C:7]([CH2:11][OH:12])[CH:8]=[CH:9][CH:10]=1)C.ClC1C=[CH:21][C:20]([C:23]([F:26])([F:25])[F:24])=[CH:19][N:18]=1.[H-].[Na+].